Dataset: Full USPTO retrosynthesis dataset with 1.9M reactions from patents (1976-2016). Task: Predict the reactants needed to synthesize the given product. (1) Given the product [CH2:1]=[O:7].[C:8]1([OH:9])[CH:15]=[CH:14][CH:13]=[CH:11][CH:10]=1, predict the reactants needed to synthesize it. The reactants are: [C:1]1([OH:7])C=CC=CC=1.[C:8]1([CH:15]=[CH:14][CH:13]=[C:11](O)[CH:10]=1)[OH:9].C1(C=CC(O)=CC=1)O.OC1C=CC(CC2C=CC(O)=CC=2)=CC=1.OC1C=CC(C(C2C=CC(O)=CC=2)(C)C)=CC=1.BrC1C=C(C(C2C=C(Br)C(O)=C(Br)C=2)(C)C)C=C(Br)C=1O.C1C(O)=CC=C(S(C2C=CC(O)=CC=2)(=O)=O)C=1. (2) Given the product [Cl:3][CH2:6][C@@H:7]1[C@@H:11]([CH3:12])[O:10][C:9](=[O:13])[NH:8]1, predict the reactants needed to synthesize it. The reactants are: S(Cl)([Cl:3])=O.O[CH2:6][C@@H:7]1[C@@H:11]([CH3:12])[O:10][C:9](=[O:13])[NH:8]1.